This data is from Catalyst prediction with 721,799 reactions and 888 catalyst types from USPTO. The task is: Predict which catalyst facilitates the given reaction. (1) The catalyst class is: 113. Product: [O:3]1[C:4]2[CH:10]=[CH:9][CH:8]=[CH:7][C:5]=2[N:6]=[C:2]1[NH:11][C:12]1[C:13]([Cl:24])=[N:14][C:15]([CH2:18][C:19]([O:21][CH2:22][CH3:23])=[O:20])=[CH:16][CH:17]=1. Reactant: Cl[C:2]1[O:3][C:4]2[CH:10]=[CH:9][CH:8]=[CH:7][C:5]=2[N:6]=1.[NH2:11][C:12]1[C:13]([Cl:24])=[N:14][C:15]([CH2:18][C:19]([O:21][CH2:22][CH3:23])=[O:20])=[CH:16][CH:17]=1. (2) Reactant: [CH:1]1([CH2:6][CH:7]([C:11]2[CH:16]=[CH:15][C:14]([F:17])=[C:13]([C:18]([F:21])([F:20])[F:19])[CH:12]=2)[C:8](O)=[O:9])[CH2:5][CH2:4][CH2:3][CH2:2]1.C(Cl)(=O)C(Cl)=O.[NH2:28][C:29]1[S:30][CH:31]=[CH:32][N:33]=1.C(N(CC)C(C)C)(C)C. Product: [CH:1]1([CH2:6][CH:7]([C:11]2[CH:16]=[CH:15][C:14]([F:17])=[C:13]([C:18]([F:19])([F:21])[F:20])[CH:12]=2)[C:8]([NH:28][C:29]2[S:30][CH:31]=[CH:32][N:33]=2)=[O:9])[CH2:2][CH2:3][CH2:4][CH2:5]1. The catalyst class is: 306. (3) Reactant: [N:1]1([C:6]2[CH:13]=[CH:12][C:11](B3OC(C)(C)C(C)(C)O3)=[CH:10][C:7]=2[C:8]#[N:9])[CH2:5][CH2:4][CH2:3][CH2:2]1.[Cl:23][C:24]1[N:29]=[C:28](Cl)[CH:27]=[CH:26][N:25]=1.C(=O)([O-])[O-].[Na+].[Na+]. Product: [Cl:23][C:24]1[N:29]=[C:28]([C:11]2[CH:12]=[CH:13][C:6]([N:1]3[CH2:2][CH2:3][CH2:4][CH2:5]3)=[C:7]([CH:10]=2)[C:8]#[N:9])[CH:27]=[CH:26][N:25]=1. The catalyst class is: 70. (4) Reactant: [Cl-].C([N+]1C=CC(C(=O)NCC(C2C=CC=CC=2)COCC2C=CC(C(F)(F)F)=C(C(F)(F)F)C=2)=CC=1)C1C=CC=CC=1.[CH3:43][N:44]([CH3:54])[C:45]1[CH:53]=[CH:52][C:48]([C:49]([OH:51])=O)=[CH:47][CH:46]=1.Cl.[F:56][C:57]([F:81])([F:80])[C:58]1[CH:59]=[C:60]([CH:73]=[C:74]([C:76]([F:79])([F:78])[F:77])[CH:75]=1)[CH2:61][O:62][CH2:63][CH:64]([C:67]1[CH:72]=[CH:71][CH:70]=[CH:69][CH:68]=1)[CH2:65][NH2:66].C(N(CC)CC)C.CCN=C=NCCCN(C)C.Cl. Product: [F:56][C:57]([F:80])([F:81])[C:58]1[CH:59]=[C:60]([CH:73]=[C:74]([C:76]([F:77])([F:79])[F:78])[CH:75]=1)[CH2:61][O:62][CH2:63][CH:64]([C:67]1[CH:72]=[CH:71][CH:70]=[CH:69][CH:68]=1)[CH2:65][NH:66][C:49](=[O:51])[C:48]1[CH:47]=[CH:46][C:45]([N:44]([CH3:43])[CH3:54])=[CH:53][CH:52]=1. The catalyst class is: 2. (5) Reactant: [Cl:1][C:2]1[C:6]2=[N:7][CH:8]=[C:9]([C:11]([OH:13])=[O:12])[CH:10]=[C:5]2[N:4]([CH2:14][C:15]2[C:20]([Cl:21])=[CH:19][CH:18]=[CH:17][C:16]=2[Cl:22])[N:3]=1.[OH-].[K+:24]. Product: [Cl:1][C:2]1[C:6]2=[N:7][CH:8]=[C:9]([C:11]([O-:13])=[O:12])[CH:10]=[C:5]2[N:4]([CH2:14][C:15]2[C:16]([Cl:22])=[CH:17][CH:18]=[CH:19][C:20]=2[Cl:21])[N:3]=1.[K+:24]. The catalyst class is: 8. (6) Reactant: [CH:1]([CH:3]([C:9]([CH3:12])([CH3:11])[CH3:10])[C:4]([O:6]CC)=O)=O.[NH2:13][C:14]1[NH:18][N:17]=[CH:16][C:15]=1[C:19]#[N:20]. Product: [C:9]([C:3]1[C:4](=[O:6])[N:18]2[N:17]=[CH:16][C:15]([C:19]#[N:20])=[C:14]2[NH:13][CH:1]=1)([CH3:10])([CH3:11])[CH3:12]. The catalyst class is: 15. (7) Reactant: [CH:1]1[N:9]([C@H:10]2[CH:14]=[CH:13][C@@H:12]([CH2:15][OH:16])[CH2:11]2)[C:8]2[N:7]=[C:6]([NH2:17])[N:5]=[C:4]([NH:18][CH:19]3[CH2:21][CH2:20]3)[C:3]=2[N:2]=1.[C:22]([OH:34])(=[O:33])/[CH:23]=[CH:24]/[C:25]1[CH:32]=[CH:31][C:29]([OH:30])=[C:27]([OH:28])[CH:26]=1. Product: [CH:1]1[N:9]([C@H:10]2[CH:14]=[CH:13][C@@H:12]([CH2:15][OH:16])[CH2:11]2)[C:8]2[N:7]=[C:6]([NH2:17])[N:5]=[C:4]([NH:18][CH:19]3[CH2:20][CH2:21]3)[C:3]=2[N:2]=1.[C:22]([O-:34])(=[O:33])/[CH:23]=[CH:24]/[C:25]1[CH:32]=[CH:31][C:29]([OH:30])=[C:27]([OH:28])[CH:26]=1. The catalyst class is: 5.